Dataset: Drug-target binding data from BindingDB using IC50 measurements. Task: Regression. Given a target protein amino acid sequence and a drug SMILES string, predict the binding affinity score between them. We predict pIC50 (pIC50 = -log10(IC50 in M); higher means more potent). Dataset: bindingdb_ic50. (1) The small molecule is CO[C@H](C)c1c(O)cc2c(c1O)C(=O)c1c(cc(O)c(O)c1O)C2=O. The target protein (P16054) has sequence MVVFNGLLKIKICEAVSLKPTAWSLRHAVGPRPQTFLLDPYIALNVDDSRIGQTATKQKTNSPAWHDEFVTDVCNGRKIELAVFHDAPIGYDDFVANCTIQFEELLQNGSRHFEDWIDLEPEGKVYVIIDLSGSSGEAPKDNEERVFRERMRPRKRQGAVRRRVHQVNGHKFMATYLRQPTYCSHCRDFIWGVIGKQGYQCQVCTCVVHKRCHELIITKCAGLKKQETPDEVGSQRFSVNMPHKFGIHNYKVPTFCDHCGSLLWGLLRQGLQCKVCKMNVHRRCETNVAPNCGVDARGIAKVLADLGVTPDKITNSGQRRKKLAAGAESPQPASGNSPSEDDRSKSAPTSPCDQELKELENNIRKALSFDNRGEEHRASSATDGQLASPGENGEVRPGQAKRLGLDEFNFIKVLGKGSFGKVMLAELKGKDEVYAVKVLKKDVILQDDDVDCTMTEKRILALARKHPYLTQLYCCFQTKDRLFFVMEYVNGGDLMFQIQR.... The pIC50 is 4.3. (2) The pIC50 is 4.0. The small molecule is Cl.c1ccc2c3c([nH]c2c1)CC(NC1CCOCC1)CC3. The target protein (P06400) has sequence MPPKTPRKTAATAAAAAAEPPAPPPPPPPEEDPEQDSGPEDLPLVRLEFEETEEPDFTALCQKLKIPDHVRERAWLTWEKVSSVDGVLGGYIQKKKELWGICIFIAAVDLDEMSFTFTELQKNIEISVHKFFNLLKEIDTSTKVDNAMSRLLKKYDVLFALFSKLERTCELIYLTQPSSSISTEINSALVLKVSWITFLLAKGEVLQMEDDLVISFQLMLCVLDYFIKLSPPMLLKEPYKTAVIPINGSPRTPRRGQNRSARIAKQLENDTRIIEVLCKEHECNIDEVKNVYFKNFIPFMNSLGLVTSNGLPEVENLSKRYEEIYLKNKDLDARLFLDHDKTLQTDSIDSFETQRTPRKSNLDEEVNVIPPHTPVRTVMNTIQQLMMILNSASDQPSENLISYFNNCTVNPKESILKRVKDIGYIFKEKFAKAVGQGCVEIGSQRYKLGVRLYYRVMESMLKSEEERLSIQNFSKLLNDNIFHMSLLACALEVVMATYSR.... (3) The compound is NCCNS(=O)(=O)c1cccc2cnccc12. The target protein (P00514) has sequence MASGTTASEEERSLRECELYVQKHNIQALLKDSIVQLCTARPERPMAFLREYFEKLEKEEAKQIQNLQKAGSRADSREDEISPPPPNPVVKGRRRRGAISAEVYTEEDAASYVRKVIPKDYKTMAALAKAIEKNVLFSHLDDNERSDIFDAMFPVSFIAGETVIQQGDEGDNFYVIDQGEMDVYVNNEWATSVGEGGSFGELALIYGTPRAATVKAKTNVKLWGIDRDSYRRILMGSTLRKRKMYEEFLSKVSILESLDKWERLTVADALEPVQFEDGQKIVVQGEPGDEFFIILEGSAAVLQRRSENEEFVEVGRLGPSDYFGEIALLMNRPRAATVVARGPLKCVKLDRPRFERVLGPCSDILKRNIQQYNSFVSLSV. The pIC50 is 5.4. (4) The pIC50 is 4.1. The target protein (P0A9J8) has sequence MTSENPLLALREKISALDEKLLALLAERRELAVEVGKAKLLSHRPVRDIDRERDLLERLITLGKAHHLDAHYITRLFQLIIEDSVLTQQALLQQHLNKINPHSARIAFLGPKGSYSHLAARQYAARHFEQFIESGCAKFADIFNQVETGQADYAVVPIENTSSGAINDVYDLLQHTSLSIVGEMTLTIDHCLLVSGTTDLSTINTVYSHPQPFQQCSKFLNRYPHWKIEYTESTSAAMEKVAQAKSPHVAALGSEAGGTLYGLQVLERIEANQRQNFTRFVVLARKAINVSDQVPAKTTLLMATGQQAGALVEALLVLRNHNLIMTRLESRPIHGNPWEEMFYLDIQANLESAEMQKALKELGEITRSMKVLGCYPSENVVPVDPT. The compound is O=[N+]([O-])c1cc(S(=O)(=O)c2cc([N+](=O)[O-])c(O)c([N+](=O)[O-])c2)cc([N+](=O)[O-])c1O. (5) The small molecule is O=C(CSc1nc(-c2ccccc2)nc2c1Cc1ccccc1O2)Nc1ccc(C(=O)O)cc1. The target protein sequence is MKTVVIIDALRTPIGKYKGSLSQVSAVDLGTHVTTQLLKRHSTISEEIDQVIFGNVLQAGNGQNPARQIAINSGLSHEIPAMTVNEVCGSGMKAVILAKQLIQLGEAEVLIAGGIENMSQAPKLQRFNYETESYDAPFSSMMYDGLTDAFSGQAMGLTAENVAEKYHVTREEQDQFSVHSQLKAAQAQAEGIFADEIAPLEVSGTLVEKDEGIRPNSSVEKLGTLKTVFKEDGTVTAGNASTINDGASALIIASQEYAEAHGLPYLAIIRDSVEVGIDPAYMGISPIKAIQKLLARNQLTTEEIDLYEINEAFAATSIVVQRELALPEEKVNIYGGGISLGHAIGATGARLLTSLSYQLNQKEKKYGVASLCIGGGLGLAMLLERPQQKKNSRFYQMSPEERLASLLNEGQISADTKKEFENTALSSQIANHMIENQISETEVPMGVGLHLTVDETDYLVPMATEEPSVIAALSNGAKIAQGFKTVNQQRLMRGQIVFYD.... The pIC50 is 3.8. (6) The compound is Cc1cc(C(=O)CC(=O)C(=O)O)ccc1Cl. The target protein (O88867) has sequence MASSDTEGKRVVVIGGGLVGALNACFLAKRNFQVDVYEAREDIRVANFMRGRSINLALSYRGRQALKAVGLEDQIVSKGVPMKARMIHSLSGKKSAIPYGNKSQYILSISREKLNKDLLTAVESYPNAKVHFGHKLSKCCPEEGILTMLGPNKVPRDITCDLIVGCDGAYSTVRAHLMKKPRFDYSQQYIPHGYMELTIPPKNGEYAMEPNCLHIWPRNAFMMIALPNMDKSFTCTLFMSFEEFEKLPTHSDVLDFFQKNFPDAIPLMGEQALMRDFFLLPAQPMISVKCSPFHLKSRCVLMGDAAHAIVPFFGQGMNAGFEDCLVFDELMDKFNNDLSVCLPEFSRFRIPDDHAISDLSMYNYIEMRAHVNSRWFLFQRLLDKFLHALMPSTFIPLYTMVAFTRIRYHEAVLRWHWQKKVINRGLFVLGSLVAIGSAYILVHHLSPRPLELLRSAWTGTSGHWNRSADISPRVPWSH. The pIC50 is 5.8.